From a dataset of Catalyst prediction with 721,799 reactions and 888 catalyst types from USPTO. Predict which catalyst facilitates the given reaction. Product: [F:63][C:61]1[CH:60]=[CH:59][C:58]([C:64]([F:66])([F:65])[F:67])=[C:57]([CH:62]=1)[C:56]([N:53]1[CH2:54][CH2:55][N:50]([C:48](=[O:49])[CH2:47][NH:46][C:21]([C:18]2[CH:17]=[C:16]([C:12]3[CH:11]=[N:10][CH:15]=[CH:14][CH:13]=3)[NH:20][N:19]=2)=[O:23])[CH2:51][CH2:52]1)=[O:68]. Reactant: CCN(C(C)C)C(C)C.[N:10]1[CH:15]=[CH:14][CH:13]=[C:12]([C:16]2[NH:20][N:19]=[C:18]([C:21]([OH:23])=O)[CH:17]=2)[CH:11]=1.C1C=CC2N(O)N=NC=2C=1.CCN=C=NCCCN(C)C.Cl.[NH2:46][CH2:47][C:48]([N:50]1[CH2:55][CH2:54][N:53]([C:56](=[O:68])[C:57]2[CH:62]=[C:61]([F:63])[CH:60]=[CH:59][C:58]=2[C:64]([F:67])([F:66])[F:65])[CH2:52][CH2:51]1)=[O:49].FC1C=CC(C(F)(F)F)=C(C=1)C(O)=O. The catalyst class is: 18.